This data is from Full USPTO retrosynthesis dataset with 1.9M reactions from patents (1976-2016). The task is: Predict the reactants needed to synthesize the given product. (1) Given the product [CH2:6]([C:13]1[CH:18]=[C:17]([B:22]([OH:25])[OH:23])[CH:16]=[CH:15][C:14]=1[O:20][CH3:21])[C:7]1[CH:12]=[CH:11][CH:10]=[CH:9][CH:8]=1, predict the reactants needed to synthesize it. The reactants are: [Li]CCCC.[CH2:6]([C:13]1[CH:18]=[C:17](Br)[CH:16]=[CH:15][C:14]=1[O:20][CH3:21])[C:7]1[CH:12]=[CH:11][CH:10]=[CH:9][CH:8]=1.[B:22](OC)([O:25]C)[O:23]C.[OH-].[Na+]. (2) Given the product [CH3:10][NH:11][C:2]1[N:3]=[CH:4][CH:5]=[CH:6][C:7]=1[C:8]([NH:12][OH:13])=[NH:9], predict the reactants needed to synthesize it. The reactants are: Cl[C:2]1[C:7]([C:8]#[N:9])=[CH:6][CH:5]=[CH:4][N:3]=1.[CH3:10][NH2:11].[NH2:12][OH:13]. (3) Given the product [Si:1]([O:8][CH2:9][CH2:10][CH2:11][O:12][C:13]1[CH:14]=[C:15]([CH:20]=[C:21]([O:35][CH2:36][CH2:37][CH2:38][O:39][Si:40]([C:43]([CH3:46])([CH3:45])[CH3:44])([CH3:41])[CH3:42])[C:22]=1[O:23][CH2:24][CH2:25][CH2:26][O:27][Si:28]([C:31]([CH3:32])([CH3:33])[CH3:34])([CH3:30])[CH3:29])[CH2:16][OH:17])([C:4]([CH3:7])([CH3:5])[CH3:6])([CH3:3])[CH3:2], predict the reactants needed to synthesize it. The reactants are: [Si:1]([O:8][CH2:9][CH2:10][CH2:11][O:12][C:13]1[CH:14]=[C:15]([CH:20]=[C:21]([O:35][CH2:36][CH2:37][CH2:38][O:39][Si:40]([C:43]([CH3:46])([CH3:45])[CH3:44])([CH3:42])[CH3:41])[C:22]=1[O:23][CH2:24][CH2:25][CH2:26][O:27][Si:28]([C:31]([CH3:34])([CH3:33])[CH3:32])([CH3:30])[CH3:29])[C:16](OC)=[O:17])([C:4]([CH3:7])([CH3:6])[CH3:5])([CH3:3])[CH3:2].[H-].[H-].[H-].[H-].[Li+].[Al+3]. (4) The reactants are: [F:1][C:2]1[C:10]([C:11]#[C:12][CH2:13][CH2:14]O)=[CH:9][CH:8]=[C:7]2[C:3]=1[CH:4]=[N:5][N:6]2[CH:16]1[CH2:21][CH2:20][CH2:19][CH2:18][O:17]1.[B-](F)(F)(F)[F:23].CCN([S+](F)F)CC.C([O-])(O)=O.[Na+]. Given the product [F:1][C:2]1[C:10]([C:11]#[C:12][CH2:13][CH2:14][F:23])=[CH:9][CH:8]=[C:7]2[C:3]=1[CH:4]=[N:5][N:6]2[CH:16]1[CH2:21][CH2:20][CH2:19][CH2:18][O:17]1, predict the reactants needed to synthesize it.